Dataset: Reaction yield outcomes from USPTO patents with 853,638 reactions. Task: Predict the reaction yield, written as a fraction of the theoretical maximum amount of product (1.0 means a 100% yield; for example, 0.34 means a 34% yield). The reactants are C[OH:2].[CH2:3]([O:10][CH:11]1[CH2:16][CH2:15][CH:14]([O:17][CH2:18][C:19]([C:21]2[CH:26]=[CH:25][CH:24]=[CH:23][CH:22]=2)=C)[CH:13]([F:27])[CH2:12]1)[C:4]1[CH:9]=[CH:8][CH:7]=[CH:6][CH:5]=1.C1(P(C2C=CC=CC=2)C2C=CC=CC=2)C=CC=CC=1. The catalyst is C(Cl)Cl. The product is [CH2:3]([O:10][CH:11]1[CH2:16][CH2:15][CH:14]([O:17][CH2:18][C:19]([C:21]2[CH:26]=[CH:25][CH:24]=[CH:23][CH:22]=2)=[O:2])[CH:13]([F:27])[CH2:12]1)[C:4]1[CH:9]=[CH:8][CH:7]=[CH:6][CH:5]=1. The yield is 0.830.